From a dataset of Reaction yield outcomes from USPTO patents with 853,638 reactions. Predict the reaction yield, written as a fraction of the theoretical maximum amount of product (1.0 means a 100% yield; for example, 0.34 means a 34% yield). (1) The reactants are Cl[C:2]1[C:11]2[C:6](=[CH:7][C:8]([O:20][CH3:21])=[CH:9][C:10]=2[O:12][CH:13]2[CH2:18][CH2:17][N:16]([CH3:19])[CH2:15][CH2:14]2)[N:5]=[CH:4][N:3]=1.[NH2:22][C:23]1[CH:24]=[C:25]([CH3:30])[C:26]([OH:29])=[CH:27][CH:28]=1. No catalyst specified. The product is [CH3:30][C:25]1[CH:24]=[C:23]([CH:28]=[CH:27][C:26]=1[OH:29])[NH:22][C:2]1[C:11]2[C:6](=[CH:7][C:8]([O:20][CH3:21])=[CH:9][C:10]=2[O:12][CH:13]2[CH2:18][CH2:17][N:16]([CH3:19])[CH2:15][CH2:14]2)[N:5]=[CH:4][N:3]=1. The yield is 0.840. (2) The reactants are Br[C:2]1[C:11]2[O:10][CH2:9][CH2:8][N:7]([C:12]([O:14][C:15]([CH3:18])([CH3:17])[CH3:16])=[O:13])[CH2:6][C:5]=2[S:4][CH:3]=1.[C:19](B1OC(C)(C)C(C)(C)O1)([CH3:21])=[CH2:20].C(=O)([O-])[O-].[Na+].[Na+].COCCOC. The catalyst is C1C=CC([P]([Pd]([P](C2C=CC=CC=2)(C2C=CC=CC=2)C2C=CC=CC=2)([P](C2C=CC=CC=2)(C2C=CC=CC=2)C2C=CC=CC=2)[P](C2C=CC=CC=2)(C2C=CC=CC=2)C2C=CC=CC=2)(C2C=CC=CC=2)C2C=CC=CC=2)=CC=1.O. The product is [CH3:21][C:19]([C:2]1[C:11]2[O:10][CH2:9][CH2:8][N:7]([C:12]([O:14][C:15]([CH3:18])([CH3:17])[CH3:16])=[O:13])[CH2:6][C:5]=2[S:4][CH:3]=1)=[CH2:20]. The yield is 0.915. (3) The reactants are [H-].[Na+].[Cl:3][C:4]1[CH:9]=[CH:8][C:7]([O:10][C:11]2[CH:18]=[CH:17][C:14]([CH:15]=O)=[CH:13][CH:12]=2)=[CH:6][C:5]=1[C:19]([F:22])([F:21])[F:20].[CH2:23]1COCC1. The catalyst is [Br-].C[P+](C1C=CC=CC=1)(C1C=CC=CC=1)C1C=CC=CC=1. The product is [Cl:3][C:4]1[CH:9]=[CH:8][C:7]([O:10][C:11]2[CH:18]=[CH:17][C:14]([CH:15]=[CH2:23])=[CH:13][CH:12]=2)=[CH:6][C:5]=1[C:19]([F:22])([F:21])[F:20]. The yield is 0.860. (4) The reactants are C[Si](C)(C)[C:3]#[C:4][C:5]1[S:6][C:7]([CH2:10][CH2:11][CH2:12][CH2:13][CH2:14][CH2:15][CH2:16][CH3:17])=[CH:8][CH:9]=1.C(=O)([O-])[O-].[K+].[K+].C1COCC1. The catalyst is O.CO. The product is [C:4]([C:5]1[S:6][C:7]([CH2:10][CH2:11][CH2:12][CH2:13][CH2:14][CH2:15][CH2:16][CH3:17])=[CH:8][CH:9]=1)#[CH:3]. The yield is 0.985. (5) The reactants are [CH2:1]([C:3]1[N:4]=[C:5]([CH2:27][CH2:28][CH3:29])[N:6]([CH2:12][C:13]2[CH:18]=[CH:17][C:16]([C:19]3[C:20]([C:25]#[N:26])=[CH:21][CH:22]=[CH:23][CH:24]=3)=[CH:15][CH:14]=2)[C:7](=[O:11])[C:8]=1[CH:9]=[O:10])[CH3:2].P([O-])(O)(O)=[O:31].[Na+].CC(=CC)C.Cl([O-])=O.[Na+]. The catalyst is C(O)(C)(C)C.C(OCC)(=O)C.O. The product is [C:25]([C:20]1[CH:21]=[CH:22][CH:23]=[CH:24][C:19]=1[C:16]1[CH:17]=[CH:18][C:13]([CH2:12][N:6]2[C:7](=[O:11])[C:8]([C:9]([OH:31])=[O:10])=[C:3]([CH2:1][CH3:2])[N:4]=[C:5]2[CH2:27][CH2:28][CH3:29])=[CH:14][CH:15]=1)#[N:26]. The yield is 1.00. (6) The reactants are Cl[C:2]1[N:7]=[C:6]([C:8]2[S:12][C:11]([NH:13][CH2:14][CH3:15])=[N:10][C:9]=2[C:16]2[CH:21]=[C:20]([O:22][CH3:23])[CH:19]=[C:18]([CH3:24])[CH:17]=2)[CH:5]=[CH:4][N:3]=1.[CH2:25]1[C:29]2[CH:30]=[CH:31][C:32]([NH2:34])=[CH:33][C:28]=2[CH2:27][S:26]1(=[O:36])=[O:35].Cl.O1CCOCC1. The catalyst is FC(F)(F)CO. The product is [O:35]=[S:26]1(=[O:36])[CH2:25][C:29]2[CH:30]=[CH:31][C:32]([NH:34][C:2]3[N:7]=[C:6]([C:8]4[S:12][C:11]([NH:13][CH2:14][CH3:15])=[N:10][C:9]=4[C:16]4[CH:21]=[C:20]([O:22][CH3:23])[CH:19]=[C:18]([CH3:24])[CH:17]=4)[CH:5]=[CH:4][N:3]=3)=[CH:33][C:28]=2[CH2:27]1. The yield is 0.340. (7) The reactants are [CH2:1]([O:8][C:9]([N:11]1[CH2:15][CH:14]([O:16][C:17](=[O:22])[C:18]([CH3:21])([CH3:20])[CH3:19])[CH2:13][NH:12]1)=[O:10])[C:2]1[CH:7]=[CH:6][CH:5]=[CH:4][CH:3]=1.C(N(CC)CC)C.[F:30][C:31]1[CH:36]=[CH:35][C:34]([CH2:37][C:38](O)=[O:39])=[CH:33][CH:32]=1.Cl.C(N=C=NCCCN(C)C)C. The catalyst is ClCCl. The product is [CH2:1]([O:8][C:9]([N:11]1[CH2:15][CH:14]([O:16][C:17](=[O:22])[C:18]([CH3:19])([CH3:21])[CH3:20])[CH2:13][N:12]1[C:38](=[O:39])[CH2:37][C:34]1[CH:35]=[CH:36][C:31]([F:30])=[CH:32][CH:33]=1)=[O:10])[C:2]1[CH:7]=[CH:6][CH:5]=[CH:4][CH:3]=1. The yield is 0.910.